This data is from NCI-60 drug combinations with 297,098 pairs across 59 cell lines. The task is: Regression. Given two drug SMILES strings and cell line genomic features, predict the synergy score measuring deviation from expected non-interaction effect. (1) Drug 1: CN(C)N=NC1=C(NC=N1)C(=O)N. Drug 2: CCN(CC)CCCC(C)NC1=C2C=C(C=CC2=NC3=C1C=CC(=C3)Cl)OC. Cell line: MDA-MB-231. Synergy scores: CSS=22.6, Synergy_ZIP=-6.39, Synergy_Bliss=-2.85, Synergy_Loewe=-51.9, Synergy_HSA=-5.44. (2) Drug 1: C1=CC(=CC=C1CC(C(=O)O)N)N(CCCl)CCCl.Cl. Drug 2: CN1C(=O)N2C=NC(=C2N=N1)C(=O)N. Cell line: BT-549. Synergy scores: CSS=13.4, Synergy_ZIP=2.13, Synergy_Bliss=7.04, Synergy_Loewe=-6.47, Synergy_HSA=3.78. (3) Drug 1: C1=C(C(=O)NC(=O)N1)F. Drug 2: C1CN1P(=S)(N2CC2)N3CC3. Cell line: HS 578T. Synergy scores: CSS=41.6, Synergy_ZIP=-1.09, Synergy_Bliss=0.264, Synergy_Loewe=4.00, Synergy_HSA=4.86.